This data is from Reaction yield outcomes from USPTO patents with 853,638 reactions. The task is: Predict the reaction yield, written as a fraction of the theoretical maximum amount of product (1.0 means a 100% yield; for example, 0.34 means a 34% yield). (1) The reactants are C(#N)C.[F:4][C:5]1[CH:10]=[CH:9][CH:8]=[C:7]([F:11])[C:6]=1[N:12]1[C:17]2[N:18]=[C:19]([NH:37][CH2:38][C:39]3[NH:40][CH:41]=[CH:42][N:43]=3)[N:20]=[C:21]([C:22]3[CH:23]=[C:24]([CH:33]=[CH:34][C:35]=3[CH3:36])[C:25]([NH:27][C:28]3[S:29][CH:30]=[CH:31][N:32]=3)=[O:26])[C:16]=2[CH:15]=[CH:14][C:13]1=[O:44].[BrH:45]. The catalyst is O. The product is [BrH:45].[F:4][C:5]1[CH:10]=[CH:9][CH:8]=[C:7]([F:11])[C:6]=1[N:12]1[C:17]2[N:18]=[C:19]([NH:37][CH2:38][C:39]3[NH:43][CH:42]=[CH:41][N:40]=3)[N:20]=[C:21]([C:22]3[CH:23]=[C:24]([CH:33]=[CH:34][C:35]=3[CH3:36])[C:25]([NH:27][C:28]3[S:29][CH:30]=[CH:31][N:32]=3)=[O:26])[C:16]=2[CH:15]=[CH:14][C:13]1=[O:44]. The yield is 0.520. (2) The reactants are F[B-](F)(F)F.N#[O+].[CH3:8][C:9]1[CH:10]=[N:11][CH:12]=[C:13]([CH3:24])[C:14]=1[C:15]1[C:20]([CH3:21])=[CH:19][C:18](N)=[CH:17][C:16]=1[CH3:23].[Na+].[I-:26].[Al].[O-]S([O-])(=S)=O.[Na+].[Na+]. The product is [I:26][C:18]1[CH:19]=[C:20]([CH3:21])[C:15]([C:14]2[C:9]([CH3:8])=[CH:10][N:11]=[CH:12][C:13]=2[CH3:24])=[C:16]([CH3:23])[CH:17]=1. The yield is 0.720. The catalyst is C(#N)C. (3) The reactants are [C:1]([NH:11][C@H:12]([C:16]([OH:18])=[O:17])[CH:13]([CH3:15])[CH3:14])([O:3][CH2:4][C:5]1[CH:10]=[CH:9][CH:8]=[CH:7][CH:6]=1)=[O:2].[OH:19][C:20]1[CH:25]=[CH:24][CH:23]=[C:22](O)[CH:21]=1. The catalyst is CN(C)C1C=CN=CC=1.CN(C=O)C. The product is [C:1]([NH:11][C@H:12]([C:16]([O:18][C:22]1[CH:21]=[C:20]([OH:19])[CH:25]=[CH:24][CH:23]=1)=[O:17])[CH:13]([CH3:14])[CH3:15])([O:3][CH2:4][C:5]1[CH:10]=[CH:9][CH:8]=[CH:7][CH:6]=1)=[O:2]. The yield is 0.790. (4) The reactants are [C:1]([C:3]1[CH:4]=[C:5]([C:13]2[O:17][N:16]=[C:15]([C:18]3[CH:19]=[C:20]4[C:24](=[CH:25][CH:26]=3)[N:23](C(OC(C)(C)C)=O)[CH:22]=[CH:21]4)[N:14]=2)[CH:6]=[CH:7][C:8]=1[O:9][CH:10]([CH3:12])[CH3:11])#[N:2].O1CCOCC1.Cl.Cl.O1CCOCC1. The catalyst is CCOC(C)=O. The product is [NH:23]1[C:24]2[C:20](=[CH:19][C:18]([C:15]3[N:14]=[C:13]([C:5]4[CH:6]=[CH:7][C:8]([O:9][CH:10]([CH3:12])[CH3:11])=[C:3]([CH:4]=4)[C:1]#[N:2])[O:17][N:16]=3)=[CH:26][CH:25]=2)[CH:21]=[CH:22]1. The yield is 0.300. (5) The reactants are [S:1]1[CH:5]=[CH:4][C:3]2[C:6]([N:10]3[CH2:15][CH2:14][N:13]([CH2:16][CH2:17][CH2:18][CH2:19][O:20][C:21]4[CH:30]=[C:29]5[C:24]([CH2:25][CH2:26][C:27](=[O:33])[N:28]5[CH2:31][OH:32])=[CH:23][CH:22]=4)[CH2:12][CH2:11]3)=[CH:7][CH:8]=[CH:9][C:2]1=2.[CH:34]1([C:39](O)=[O:40])[CH2:38][CH2:37][CH2:36][CH2:35]1.[Cl-].ClC1N(C)C=C[N+]=1C.C(N(CC)CC)C. The catalyst is C(Cl)Cl.O. The product is [S:1]1[CH:5]=[CH:4][C:3]2[C:6]([N:10]3[CH2:15][CH2:14][N:13]([CH2:16][CH2:17][CH2:18][CH2:19][O:20][C:21]4[CH:30]=[C:29]5[C:24]([CH2:25][CH2:26][C:27](=[O:33])[N:28]5[CH2:31][O:32][C:39]([CH:34]5[CH2:38][CH2:37][CH2:36][CH2:35]5)=[O:40])=[CH:23][CH:22]=4)[CH2:12][CH2:11]3)=[CH:7][CH:8]=[CH:9][C:2]1=2. The yield is 0.225. (6) The reactants are C(OCC1C(N2CCN3C4CCCCC=4C=C3C2=O)=NC=CC=1C1C=C(NC2C=CC(N3CCN(C4COC4)C[C@@H]3CC)=CN=2)C(=O)N(C)C=1)(=O)C.[C:53]([O:56][CH2:57][C:58]1[C:59]([N:73]2[CH2:85][CH2:84][N:76]3[C:77]4[CH2:78][CH2:79][CH2:80][CH2:81][C:82]=4[CH:83]=[C:75]3[C:74]2=[O:86])=[N:60][CH:61]=[CH:62][C:63]=1B1OC(C)(C)C(C)(C)O1)(=[O:55])[CH3:54].Cl[C:88]1[CH:89]=[C:90]([NH:96][C:97]2[CH:105]=[C:100]3[CH2:101][O:102][CH2:103][CH2:104][N:99]3[N:98]=2)[C:91](=[O:95])[N:92]([CH3:94])[N:93]=1. No catalyst specified. The product is [C:53]([O:56][CH2:57][C:58]1[C:59]([N:73]2[CH2:85][CH2:84][N:76]3[C:77]4[CH2:78][CH2:79][CH2:80][CH2:81][C:82]=4[CH:83]=[C:75]3[C:74]2=[O:86])=[N:60][CH:61]=[CH:62][C:63]=1[C:88]1[CH:89]=[C:90]([NH:96][C:97]2[CH:105]=[C:100]3[CH2:101][O:102][CH2:103][CH2:104][N:99]3[N:98]=2)[C:91](=[O:95])[N:92]([CH3:94])[N:93]=1)(=[O:55])[CH3:54]. The yield is 0.530. (7) The reactants are Cl.Cl.[NH:3]1[CH2:8][CH2:7][CH:6]([CH:9]2[CH2:14][CH2:13][NH:12][CH2:11][CH2:10]2)[CH2:5][CH2:4]1.[C:15](OC([O-])=O)([O:17][C:18]([CH3:21])([CH3:20])[CH3:19])=[O:16]. The catalyst is C(O)C.[OH-].[Na+]. The product is [NH:3]1[CH2:8][CH2:7][CH:6]([CH:9]2[CH2:14][CH2:13][N:12]([C:15]([O:17][C:18]([CH3:21])([CH3:20])[CH3:19])=[O:16])[CH2:11][CH2:10]2)[CH2:5][CH2:4]1. The yield is 0.720.